From a dataset of NCI-60 drug combinations with 297,098 pairs across 59 cell lines. Regression. Given two drug SMILES strings and cell line genomic features, predict the synergy score measuring deviation from expected non-interaction effect. (1) Drug 1: C1=C(C(=O)NC(=O)N1)N(CCCl)CCCl. Drug 2: C1C(C(OC1N2C=NC3=C2NC=NCC3O)CO)O. Cell line: HCC-2998. Synergy scores: CSS=6.72, Synergy_ZIP=-3.35, Synergy_Bliss=-3.09, Synergy_Loewe=-8.16, Synergy_HSA=-3.81. (2) Drug 1: CN1C(=O)N2C=NC(=C2N=N1)C(=O)N. Drug 2: C1=NC2=C(N1)C(=S)N=CN2. Cell line: MDA-MB-435. Synergy scores: CSS=43.4, Synergy_ZIP=-1.63, Synergy_Bliss=-3.18, Synergy_Loewe=-34.9, Synergy_HSA=-2.95. (3) Cell line: HCC-2998. Synergy scores: CSS=30.7, Synergy_ZIP=-0.111, Synergy_Bliss=-0.443, Synergy_Loewe=-12.2, Synergy_HSA=-0.249. Drug 1: C1=CC(=CC=C1CCC2=CNC3=C2C(=O)NC(=N3)N)C(=O)NC(CCC(=O)O)C(=O)O. Drug 2: C1CNP(=O)(OC1)N(CCCl)CCCl. (4) Drug 1: C(CC(=O)O)C(=O)CN.Cl. Drug 2: CC1=C(C(=O)C2=C(C1=O)N3CC4C(C3(C2COC(=O)N)OC)N4)N. Cell line: SW-620. Synergy scores: CSS=31.6, Synergy_ZIP=-0.534, Synergy_Bliss=-4.00, Synergy_Loewe=-38.6, Synergy_HSA=-5.69. (5) Drug 1: CC1=C(C=C(C=C1)NC2=NC=CC(=N2)N(C)C3=CC4=NN(C(=C4C=C3)C)C)S(=O)(=O)N.Cl. Drug 2: C1C(C(OC1N2C=NC(=NC2=O)N)CO)O. Cell line: NCI-H322M. Synergy scores: CSS=9.78, Synergy_ZIP=-0.828, Synergy_Bliss=3.36, Synergy_Loewe=-4.53, Synergy_HSA=1.73. (6) Synergy scores: CSS=45.5, Synergy_ZIP=-1.10, Synergy_Bliss=2.39, Synergy_Loewe=-10.7, Synergy_HSA=6.11. Cell line: COLO 205. Drug 2: C(CCl)NC(=O)N(CCCl)N=O. Drug 1: CCN(CC)CCCC(C)NC1=C2C=C(C=CC2=NC3=C1C=CC(=C3)Cl)OC. (7) Drug 1: CS(=O)(=O)C1=CC(=C(C=C1)C(=O)NC2=CC(=C(C=C2)Cl)C3=CC=CC=N3)Cl. Drug 2: C1C(C(OC1N2C=NC(=NC2=O)N)CO)O. Cell line: OVCAR-5. Synergy scores: CSS=21.4, Synergy_ZIP=-6.27, Synergy_Bliss=2.63, Synergy_Loewe=3.30, Synergy_HSA=4.11.